Dataset: Forward reaction prediction with 1.9M reactions from USPTO patents (1976-2016). Task: Predict the product of the given reaction. (1) Given the reactants [CH3:1][O:2][C:3](=[O:40])[CH2:4][C:5]1[CH:10]=[CH:9][CH:8]=[C:7]([CH2:11][N:12]([CH:25]2[CH2:29][CH2:28][N:27]([C:30]3[S:31][C:32]4[CH:38]=[C:37]([Cl:39])[CH:36]=[CH:35][C:33]=4[N:34]=3)[CH2:26]2)S(C2C=CC=CC=2[N+]([O-])=O)(=O)=O)[CH:6]=1.SCC(O)=O.C1CCN2C(=NCCC2)CC1.CN(C)C=O, predict the reaction product. The product is: [CH3:1][O:2][C:3](=[O:40])[CH2:4][C:5]1[CH:10]=[CH:9][CH:8]=[C:7]([CH2:11][NH:12][CH:25]2[CH2:29][CH2:28][N:27]([C:30]3[S:31][C:32]4[CH:38]=[C:37]([Cl:39])[CH:36]=[CH:35][C:33]=4[N:34]=3)[CH2:26]2)[CH:6]=1. (2) Given the reactants C(OC([NH:11][CH2:12][C:13]1[S:14][CH:15]=[C:16]([C:18]([O:20][CH2:21][CH3:22])=[O:19])[N:17]=1)=O)C1C=CC=CC=1, predict the reaction product. The product is: [NH2:11][CH2:12][C:13]1[S:14][CH:15]=[C:16]([C:18]([O:20][CH2:21][CH3:22])=[O:19])[N:17]=1. (3) The product is: [C:33]1([CH2:32][CH2:31][C:26]2[CH:25]=[CH:24][C:23]([NH2:39])=[C:22]3[C:27]=2[C:28]([OH:30])=[CH:29][C:20]([C:18]([OH:19])=[O:17])=[N:21]3)[CH:38]=[CH:37][CH:36]=[CH:35][CH:34]=1. Given the reactants OC1C2C(=C(N)C=CC=2)N=C(C(O)=O)C=1.C[O:17][C:18]([C:20]1[CH:29]=[C:28]([OH:30])[C:27]2[C:22](=[C:23]([NH2:39])[CH:24]=[CH:25][C:26]=2[CH2:31][CH2:32][C:33]2[CH:38]=[CH:37][CH:36]=[CH:35][CH:34]=2)[N:21]=1)=[O:19], predict the reaction product. (4) Given the reactants C[Si]([N-][Si](C)(C)C)(C)C.[Na+].[CH:11]1([SH:16])[CH2:15][CH2:14][CH2:13][CH2:12]1.Cl[C:18]1[N:22]([C:23]2[CH:28]=[CH:27][C:26]([C:29]([O:31][CH3:32])=[O:30])=[CH:25][CH:24]=2)[N:21]=[CH:20][C:19]=1[C:33]([O:35][C:36]([CH3:39])([CH3:38])[CH3:37])=[O:34], predict the reaction product. The product is: [CH:11]1([S:16][C:18]2[N:22]([C:23]3[CH:28]=[CH:27][C:26]([C:29]([O:31][CH3:32])=[O:30])=[CH:25][CH:24]=3)[N:21]=[CH:20][C:19]=2[C:33]([O:35][C:36]([CH3:39])([CH3:38])[CH3:37])=[O:34])[CH2:15][CH2:14][CH2:13][CH2:12]1. (5) The product is: [CH3:27][N:24]1[CH2:25][CH2:26][N:21]([C:18]2[CH:19]=[CH:20][C:15]([C:14]([NH:13][C:6]3[CH:7]=[CH:8][C:9]4[NH:10][C:48]([C:47]5[CH:50]=[CH:51][C:44]([C:42](=[O:43])[NH:41][C:38]6[CH:39]=[CH:40][C:35]([N:32]7[CH2:31][CH2:30][O:29][CH2:34][CH2:33]7)=[CH:36][CH:37]=6)=[CH:45][CH:46]=5)=[N:1][C:4]=4[CH:5]=3)=[O:28])=[CH:16][CH:17]=2)[CH2:22][CH2:23]1. Given the reactants [N+:1]([C:4]1[CH:5]=[C:6]([NH:13][C:14](=[O:28])[C:15]2[CH:20]=[CH:19][C:18]([N:21]3[CH2:26][CH2:25][N:24]([CH3:27])[CH2:23][CH2:22]3)=[CH:17][CH:16]=2)[CH:7]=[CH:8][C:9]=1[N+:10]([O-])=O)([O-])=O.[O:29]1[CH2:34][CH2:33][N:32]([C:35]2[CH:40]=[CH:39][C:38]([NH:41][C:42]([C:44]3[CH:51]=[CH:50][C:47]([CH:48]=O)=[CH:46][CH:45]=3)=[O:43])=[CH:37][CH:36]=2)[CH2:31][CH2:30]1, predict the reaction product. (6) Given the reactants [OH:1][C:2]1[C:9]([O:10][CH3:11])=[CH:8][C:5]([CH:6]=[O:7])=[CH:4][C:3]=1[O:12][CH3:13].I[CH2:15][CH2:16][OH:17].C(=O)([O-])[O-].[K+].[K+].Cl, predict the reaction product. The product is: [OH:17][CH2:16][CH2:15][O:1][C:2]1[C:3]([O:12][CH3:13])=[CH:4][C:5]([CH:6]=[O:7])=[CH:8][C:9]=1[O:10][CH3:11]. (7) The product is: [Br:44][C:45]1[C:50]([O:10][CH2:9][CH2:8][CH2:7][C:3]2[CH:2]=[N:1][CH:6]=[CH:5][CH:4]=2)=[CH:49][CH:48]=[CH:47][N:46]=1. Given the reactants [N:1]1[CH:6]=[CH:5][CH:4]=[C:3]([CH2:7][CH2:8][CH2:9][OH:10])[CH:2]=1.C1(P(C2C=CC=CC=2)C2C=CC=CC=2)C=CC=CC=1.N(C(OC(C)C)=O)=NC(OC(C)C)=O.[Br:44][C:45]1[C:50](O)=[CH:49][CH:48]=[CH:47][N:46]=1, predict the reaction product.